Dataset: Reaction yield outcomes from USPTO patents with 853,638 reactions. Task: Predict the reaction yield, written as a fraction of the theoretical maximum amount of product (1.0 means a 100% yield; for example, 0.34 means a 34% yield). (1) The reactants are [N+:1]([C:4]1[CH:5]=[C:6]([N:10]2[CH2:15][CH2:14][N:13]([C:16]([C:18]3[CH:23]=[CH:22][CH:21]=[CH:20][CH:19]=3)=[O:17])[CH2:12][CH2:11]2)[CH:7]=[CH:8][CH:9]=1)([O-])=O. The catalyst is C(O)C.C1COCC1.[Pt]=O. The product is [NH2:1][C:4]1[CH:5]=[C:6]([N:10]2[CH2:11][CH2:12][N:13]([C:16]([C:18]3[CH:19]=[CH:20][CH:21]=[CH:22][CH:23]=3)=[O:17])[CH2:14][CH2:15]2)[CH:7]=[CH:8][CH:9]=1. The yield is 0.800. (2) The product is [CH3:1][O:2][C:3]1[CH:4]=[C:5]([CH2:9][CH2:10][NH:11][C:14]([NH2:15])=[O:13])[CH:6]=[CH:7][CH:8]=1. The yield is 0.830. The reactants are [CH3:1][O:2][C:3]1[CH:4]=[C:5]([CH2:9][CH2:10][NH2:11])[CH:6]=[CH:7][CH:8]=1.Cl.[O-:13][C:14]#[N:15].[K+]. The catalyst is O. (3) The reactants are [F:1][C:2]1[CH:7]=[CH:6][CH:5]=[CH:4][C:3]=1[C:8]1[CH:21]=[C:20]2[C:11]([N:12]3[C:17]([CH2:18][O:19]2)=[N:16][NH:15][C:14](=[O:22])[C@H:13]3[CH3:23])=[CH:10][CH:9]=1.C1C(=O)N([Br:31])C(=O)C1. The catalyst is C(O)(C(F)(F)F)=O. The product is [Br:31][C:9]1[CH:10]=[C:11]2[C:20](=[CH:21][C:8]=1[C:3]1[CH:4]=[CH:5][CH:6]=[CH:7][C:2]=1[F:1])[O:19][CH2:18][C:17]1[N:12]2[C@H:13]([CH3:23])[C:14](=[O:22])[NH:15][N:16]=1. The yield is 0.730. (4) The reactants are [CH3:1][C:2]([CH3:21])([CH3:20])[CH2:3][CH2:4][CH2:5][CH2:6][C:7]1([CH3:19])[C:16]2[C:11](=[CH:12][CH:13]=[CH:14][CH:15]=2)[C:10]([OH:17])=[CH:9][C:8]1=[O:18].N1C=CC=CC=1.COS([O-])(=O)=O.[CH3:34][S:35][C:36](=[S+]C)[S:37][CH3:38]. The catalyst is O1CCOCC1. The product is [CH3:34][S:35][C:36]([S:37][CH3:38])=[C:9]1[C:8](=[O:18])[C:7]([CH2:6][CH2:5][CH2:4][CH2:3][C:2]([CH3:21])([CH3:20])[CH3:1])([CH3:19])[C:16]2[C:11](=[CH:12][CH:13]=[CH:14][CH:15]=2)[C:10]1=[O:17]. The yield is 0.990. (5) The catalyst is FC(F)(F)C(O)=O. The reactants are [C:1]([C:3]1[CH:4]=[C:5]2[C:10](=[CH:11][C:12]=1[O:13][CH2:14][CH:15]1[CH2:20][CH2:19][N:18](OC(OC(C)(C)C)=O)[CH2:17][CH2:16]1)[N:9]=[CH:8][CH:7]=[C:6]2[O:29][C:30]1[CH:31]=[C:32]2[C:36](=[CH:37][CH:38]=1)[N:35]([C:39](=[O:43])[NH:40][CH2:41][CH3:42])[CH:34]=[CH:33]2)#[N:2].[Na].O. The yield is 0.890. The product is [C:1]([C:3]1[CH:4]=[C:5]2[C:10](=[CH:11][C:12]=1[O:13][CH2:14][CH:15]1[CH2:20][CH2:19][NH:18][CH2:17][CH2:16]1)[N:9]=[CH:8][CH:7]=[C:6]2[O:29][C:30]1[CH:31]=[C:32]2[C:36](=[CH:37][CH:38]=1)[N:35]([C:39](=[O:43])[NH:40][CH2:41][CH3:42])[CH:34]=[CH:33]2)#[N:2]. (6) The reactants are [Br:1][C:2]1[CH:7]=[CH:6][C:5]([Br:8])=[CH:4][C:3]=1[S:9](Cl)(=[O:11])=[O:10].[F:13][C:14]([F:20])([F:19])[S:15]([NH2:18])(=[O:17])=[O:16].C(N(CC)CC)C.[OH-].[Na+].[Na]. The catalyst is O.C(#N)C. The yield is 0.830. The product is [F:13][C:14]([F:20])([F:19])[S:15]([NH:18][S:9]([C:3]1[CH:4]=[C:5]([Br:8])[CH:6]=[CH:7][C:2]=1[Br:1])(=[O:11])=[O:10])(=[O:17])=[O:16].